From a dataset of Forward reaction prediction with 1.9M reactions from USPTO patents (1976-2016). Predict the product of the given reaction. (1) Given the reactants C(OC([NH:8][C:9]1[CH:18]=[C:17]([F:19])[C:12]([C:13]([O:15][CH3:16])=[O:14])=[C:11]([Cl:20])[CH:10]=1)=O)(C)(C)C.C(O)(C(F)(F)F)=O, predict the reaction product. The product is: [NH2:8][C:9]1[CH:18]=[C:17]([F:19])[C:12]([C:13]([O:15][CH3:16])=[O:14])=[C:11]([Cl:20])[CH:10]=1. (2) Given the reactants [CH3:1][O:2][C:3]1[N:4]=[CH:5][CH:6]=[C:7]2[CH:11]=[CH:10][O:9][C:8]=12.[Li]CCCC.[Cl:17]C(Cl)(Cl)C(Cl)(Cl)Cl, predict the reaction product. The product is: [Cl:17][C:10]1[O:9][C:8]2=[C:3]([O:2][CH3:1])[N:4]=[CH:5][CH:6]=[C:7]2[CH:11]=1. (3) Given the reactants [CH3:1][O:2][C:3]1[CH:8]=[CH:7][CH:6]=[CH:5][C:4]=1[CH2:9][CH2:10][O:11][CH2:12][C:13](O)=[O:14].[H-].[Al+3].[Li+].[H-].[H-].[H-].[OH-].[Na+].Cl, predict the reaction product. The product is: [CH3:1][O:2][C:3]1[CH:8]=[CH:7][CH:6]=[CH:5][C:4]=1[CH2:9][CH2:10][O:11][CH2:12][CH2:13][OH:14]. (4) Given the reactants [CH3:1][N:2]1[CH:6]=[C:5]([CH:7]=O)[CH:4]=[N:3]1.[CH3:9][C:10]([S@@:13]([NH2:15])=[O:14])([CH3:12])[CH3:11].O, predict the reaction product. The product is: [CH3:9][C:10]([S@@:13](/[N:15]=[CH:7]/[C:5]1[CH:4]=[N:3][N:2]([CH3:1])[CH:6]=1)=[O:14])([CH3:12])[CH3:11]. (5) Given the reactants [OH-].[Na+].C1(S([N:12]2[C:20]3[C:15](=[CH:16][CH:17]=[CH:18][CH:19]=3)[C:14]([C:21]3[C:26]([Cl:27])=[CH:25][N:24]=[C:23]([NH:28][C:29]4[CH:30]=[C:31]([NH2:44])[C:32]([C:37]5[CH2:38][CH2:39][N:40]([CH3:43])[CH2:41][CH:42]=5)=[CH:33][C:34]=4[O:35][CH3:36])[N:22]=3)=[CH:13]2)(=O)=O)C=CC=CC=1.C(=O)=O, predict the reaction product. The product is: [Cl:27][C:26]1[C:21]([C:14]2[C:15]3[C:20](=[CH:19][CH:18]=[CH:17][CH:16]=3)[NH:12][CH:13]=2)=[N:22][C:23]([NH:28][C:29]2[CH:30]=[C:31]([NH2:44])[C:32]([C:37]3[CH2:38][CH2:39][N:40]([CH3:43])[CH2:41][CH:42]=3)=[CH:33][C:34]=2[O:35][CH3:36])=[N:24][CH:25]=1. (6) Given the reactants Br[C:2]1[S:3][CH:4]=[C:5]([CH2:7][N:8]([C:15]2[CH:20]=[CH:19][C:18]([F:21])=[CH:17][CH:16]=2)[C:9](=[O:14])[C:10]([CH3:13])([CH3:12])[CH3:11])[N:6]=1.[N:22]1[C:31]2[C:26](=[CH:27][CH:28]=[CH:29][CH:30]=2)[CH:25]=[C:24](B(O)O)[CH:23]=1.C(=O)([O-])[O-].[Na+].[Na+], predict the reaction product. The product is: [F:21][C:18]1[CH:19]=[CH:20][C:15]([N:8]([CH2:7][C:5]2[N:6]=[C:2]([C:24]3[CH:23]=[N:22][C:31]4[C:26]([CH:25]=3)=[CH:27][CH:28]=[CH:29][CH:30]=4)[S:3][CH:4]=2)[C:9](=[O:14])[C:10]([CH3:13])([CH3:12])[CH3:11])=[CH:16][CH:17]=1.